This data is from Catalyst prediction with 721,799 reactions and 888 catalyst types from USPTO. The task is: Predict which catalyst facilitates the given reaction. (1) Reactant: [N:1]1([C:11]([O:13][C:14]([CH3:17])([CH3:16])[CH3:15])=[O:12])[CH2:6][CH2:5][CH:4]([C:7]([O:9][CH3:10])=[O:8])[CH2:3][CH2:2]1.[Li+].[CH3:19][CH:20]([N-:22]C(C)C)C.BrCC#N. Product: [C:20]([CH2:19][C:4]1([C:7]([O:9][CH3:10])=[O:8])[CH2:3][CH2:2][N:1]([C:11]([O:13][C:14]([CH3:17])([CH3:16])[CH3:15])=[O:12])[CH2:6][CH2:5]1)#[N:22]. The catalyst class is: 1. (2) Reactant: [Cl:1][C:2]1[CH:3]=[N:4][N:5]([C:7]2[CH:12]=[CH:11][N:10]=[CH:9][C:8]=2[N:13]2[CH2:18][CH2:17][CH:16]([C:19]([OH:21])=O)[CH2:15][CH2:14]2)[CH:6]=1.Cl.[CH3:23][O:24][C@@H:25]1[CH2:29][CH2:28][NH:27][CH2:26]1.CN(C(ON1N=NC2C=CC=NC1=2)=[N+](C)C)C.F[P-](F)(F)(F)(F)F.C(N(CC)CC)C. Product: [Cl:1][C:2]1[CH:3]=[N:4][N:5]([C:7]2[CH:12]=[CH:11][N:10]=[CH:9][C:8]=2[N:13]2[CH2:14][CH2:15][CH:16]([C:19]([N:27]3[CH2:28][CH2:29][C@@H:25]([O:24][CH3:23])[CH2:26]3)=[O:21])[CH2:17][CH2:18]2)[CH:6]=1. The catalyst class is: 136. (3) Reactant: [OH:1][C:2]1[C:3]([CH:9]=[O:10])=[N:4][C:5]([CH3:8])=[CH:6][CH:7]=1.[C:11]1([Mg]Br)[CH:16]=[CH:15][CH:14]=[CH:13][CH:12]=1.O. Product: [OH:10][CH:9]([C:11]1[CH:16]=[CH:15][CH:14]=[CH:13][CH:12]=1)[C:3]1[C:2]([OH:1])=[CH:7][CH:6]=[C:5]([CH3:8])[N:4]=1. The catalyst class is: 7.